The task is: Predict the product of the given reaction.. This data is from Forward reaction prediction with 1.9M reactions from USPTO patents (1976-2016). Given the reactants C(OC([N:8]1[CH2:13][CH2:12][N:11]([C:14]2[CH:19]=[CH:18][C:17]([OH:20])=[CH:16][CH:15]=2)[CH2:10][CH2:9]1)=O)(C)(C)C.[H-].[Na+].Br[CH2:24][C:25]1[CH:30]=[CH:29][C:28]([C:31]([F:34])([F:33])[F:32])=[CH:27][CH:26]=1.[Cl:35]CCl, predict the reaction product. The product is: [F:32][C:31]([F:33])([F:34])[C:28]1[CH:29]=[CH:30][C:25]([CH2:24][O:20][C:17]2[CH:16]=[CH:15][C:14]([N:11]3[CH2:10][CH2:9][NH:8][CH2:13][CH2:12]3)=[CH:19][CH:18]=2)=[CH:26][CH:27]=1.[ClH:35].